Dataset: Peptide-MHC class II binding affinity with 134,281 pairs from IEDB. Task: Regression. Given a peptide amino acid sequence and an MHC pseudo amino acid sequence, predict their binding affinity value. This is MHC class II binding data. (1) The peptide sequence is AFKVAATAANLAPAN. The MHC is HLA-DPA10201-DPB11401 with pseudo-sequence HLA-DPA10201-DPB11401. The binding affinity (normalized) is 0.840. (2) The peptide sequence is LAKYKANWIEIMRIK. The MHC is DRB1_0101 with pseudo-sequence DRB1_0101. The binding affinity (normalized) is 0.620. (3) The binding affinity (normalized) is 0.561. The peptide sequence is GCIHMARSLANEWRD. The MHC is HLA-DQA10401-DQB10402 with pseudo-sequence HLA-DQA10401-DQB10402. (4) The peptide sequence is ISGLKPGVDYTITVY. The MHC is DRB1_0401 with pseudo-sequence DRB1_0401. The binding affinity (normalized) is 0.303. (5) The peptide sequence is STVLGFAALAAAAAF. The MHC is HLA-DQA10401-DQB10402 with pseudo-sequence HLA-DQA10401-DQB10402. The binding affinity (normalized) is 0.559. (6) The peptide sequence is GELQIVDKIDHAFKI. The MHC is DRB1_0802 with pseudo-sequence DRB1_0802. The binding affinity (normalized) is 0.543. (7) The peptide sequence is NESATILMTATPPGT. The MHC is DRB3_0101 with pseudo-sequence DRB3_0101. The binding affinity (normalized) is 0.128. (8) The peptide sequence is AILTHVSQIQAVDVT. The MHC is DRB1_0701 with pseudo-sequence DRB1_0701. The binding affinity (normalized) is 0.177. (9) The peptide sequence is FFVFLALAGRSCTEE. The MHC is DRB1_1302 with pseudo-sequence DRB1_1302. The binding affinity (normalized) is 0.